Task: Predict the product of the given reaction.. Dataset: Forward reaction prediction with 1.9M reactions from USPTO patents (1976-2016) The product is: [CH2:15]([O:14][C:11]1[CH:12]=[CH:13][C:4]([C:1](=[O:3])[CH2:2][Br:23])=[C:5]2[C:10]=1[NH:9][C:8](=[O:22])[CH:7]=[CH:6]2)[C:16]1[CH:21]=[CH:20][CH:19]=[CH:18][CH:17]=1. Given the reactants [C:1]([C:4]1[CH:13]=[CH:12][C:11]([O:14][CH2:15][C:16]2[CH:21]=[CH:20][CH:19]=[CH:18][CH:17]=2)=[C:10]2[C:5]=1[CH:6]=[CH:7][C:8](=[O:22])[NH:9]2)(=[O:3])[CH3:2].[Br:23]Br, predict the reaction product.